From a dataset of Full USPTO retrosynthesis dataset with 1.9M reactions from patents (1976-2016). Predict the reactants needed to synthesize the given product. (1) Given the product [F:15][C:9]1[CH:10]=[C:11]([F:14])[CH:12]=[CH:13][C:8]=1[C:6]1[CH:7]=[C:2]([C:38]2[CH:39]=[N:40][C:35]([O:34][CH3:33])=[CH:36][CH:37]=2)[CH:3]=[C:4]([NH:16][C:17]([C:19]2[NH:20][C:21]3[C:26]([CH:27]=2)=[CH:25][CH:24]=[C:23]([NH:28][S:29]([CH3:32])(=[O:31])=[O:30])[CH:22]=3)=[O:18])[CH:5]=1, predict the reactants needed to synthesize it. The reactants are: Br[C:2]1[CH:3]=[C:4]([NH:16][C:17]([C:19]2[NH:20][C:21]3[C:26]([CH:27]=2)=[CH:25][CH:24]=[C:23]([NH:28][S:29]([CH3:32])(=[O:31])=[O:30])[CH:22]=3)=[O:18])[CH:5]=[C:6]([C:8]2[CH:13]=[CH:12][C:11]([F:14])=[CH:10][C:9]=2[F:15])[CH:7]=1.[CH3:33][O:34][C:35]1[N:40]=[CH:39][C:38](B(O)O)=[CH:37][CH:36]=1.C([O-])([O-])=O.[Na+].[Na+]. (2) Given the product [C:24]([O:28][C:29]([N:8]1[C:9]2[C:5](=[CH:4][CH:3]=[C:2]([Cl:1])[CH:10]=2)/[C:6](=[CH:12]/[C:13]2[CH:18]=[C:17]([Cl:19])[CH:16]=[CH:15][C:14]=2[O:20][CH:21]([CH3:23])[CH3:22])/[C:7]1=[O:11])=[O:30])([CH3:27])([CH3:26])[CH3:25], predict the reactants needed to synthesize it. The reactants are: [Cl:1][C:2]1[CH:10]=[C:9]2[C:5](/[C:6](=[CH:12]/[C:13]3[CH:18]=[C:17]([Cl:19])[CH:16]=[CH:15][C:14]=3[O:20][CH:21]([CH3:23])[CH3:22])/[C:7](=[O:11])[NH:8]2)=[CH:4][CH:3]=1.[C:24]([O:28][C:29](O[C:29]([O:28][C:24]([CH3:27])([CH3:26])[CH3:25])=[O:30])=[O:30])([CH3:27])([CH3:26])[CH3:25].